From a dataset of Catalyst prediction with 721,799 reactions and 888 catalyst types from USPTO. Predict which catalyst facilitates the given reaction. (1) Reactant: [NH2:1][C:2]1[N:7]=[CH:6][C:5]([O:8][C:9]2[CH:10]=[C:11]([NH:15][C:16](=[O:27])[C:17]3[CH:22]=[CH:21][CH:20]=[C:19]([C:23]([F:26])([F:25])[F:24])[CH:18]=3)[CH:12]=[CH:13][CH:14]=2)=[CH:4][CH:3]=1.[C:28]([N:33]=[C:34]=[S:35])(=[O:32])[O:29][CH2:30][CH3:31].O. Product: [F:25][C:23]([F:26])([F:24])[C:19]1[CH:18]=[C:17]([CH:22]=[CH:21][CH:20]=1)[C:16]([NH:15][C:11]1[CH:10]=[C:9]([CH:14]=[CH:13][CH:12]=1)[O:8][C:5]1[CH:4]=[CH:3][C:2]([NH:1][C:34]([NH:33][C:28](=[O:32])[O:29][CH2:30][CH3:31])=[S:35])=[N:7][CH:6]=1)=[O:27]. The catalyst class is: 16. (2) Reactant: [Cl:1][C:2]1[CH:3]=[C:4]2[CH:10]=[CH:9][N:8]([C:11]3[N:15]([CH3:16])[N:14]=[C:13]([CH3:17])[C:12]=3/[CH:18]=[CH:19]/[C:20]([O:22]CC)=[O:21])[C:5]2=[N:6][CH:7]=1.O1CCCC1.[OH-].[Na+].S([O-])(O)(=O)=O.[K+]. Product: [Cl:1][C:2]1[CH:3]=[C:4]2[CH:10]=[CH:9][N:8]([C:11]3[N:15]([CH3:16])[N:14]=[C:13]([CH3:17])[C:12]=3/[CH:18]=[CH:19]/[C:20]([OH:22])=[O:21])[C:5]2=[N:6][CH:7]=1. The catalyst class is: 8. (3) Reactant: I[C:2]1[N:9]2[C:5]([S:6][C:7]([C:10]3[CH:11]=[C:12]4[C:16](=[CH:17][CH:18]=3)[NH:15][CH:14]=[CH:13]4)=[N:8]2)=[N:4][CH:3]=1.CC1(C)C(C)(C)OB([C:27]2[CH:28]=[C:29]([C:34]([F:37])([F:36])[F:35])[C:30]([NH2:33])=[N:31][CH:32]=2)O1.C([O-])([O-])=O.[Na+].[Na+]. Product: [NH:15]1[C:16]2[C:12](=[CH:11][C:10]([C:7]3[S:6][C:5]4=[N:4][CH:3]=[C:2]([C:27]5[CH:28]=[C:29]([C:34]([F:37])([F:36])[F:35])[C:30]([NH2:33])=[N:31][CH:32]=5)[N:9]4[N:8]=3)=[CH:18][CH:17]=2)[CH:13]=[CH:14]1. The catalyst class is: 184. (4) Reactant: [C:1]([O:5][C:6]([NH:8][C@@H:9]([CH2:45][CH2:46][CH2:47][CH2:48][CH2:49]C=C)[C:10]([N:12]1[CH2:28][C@H:27]([O:29][C:30]2[C:31]3[S:44][CH:43]=[CH:42][C:32]=3[N:33]=[C:34]([C:36]3[CH:41]=[CH:40][CH:39]=[CH:38][N:37]=3)[N:35]=2)[CH2:26][C@H:13]1[C:14]([NH:16][C@:17]1([C:22]([O:24][CH3:25])=[O:23])[CH2:19][C@H:18]1[CH:20]=[CH2:21])=[O:15])=[O:11])=[O:7])([CH3:4])([CH3:3])[CH3:2]. Product: [C:1]([O:5][C:6]([NH:8][C@@H:9]1[C:10](=[O:11])[N:12]2[CH2:28][C@H:27]([O:29][C:30]3[C:31]4[S:44][CH:43]=[CH:42][C:32]=4[N:33]=[C:34]([C:36]4[CH:41]=[CH:40][CH:39]=[CH:38][N:37]=4)[N:35]=3)[CH2:26][C@H:13]2[C:14](=[O:15])[NH:16][C@:17]2([C:22]([O:24][CH3:25])=[O:23])[CH2:19][C@H:18]2[CH:20]=[CH:21][CH2:49][CH2:48][CH2:47][CH2:46][CH2:45]1)=[O:7])([CH3:3])([CH3:4])[CH3:2]. The catalyst class is: 4. (5) Reactant: [OH:1][C:2]1[CH:3]=[C:4]([SH:8])[CH:5]=[CH:6][CH:7]=1.[C:9](=O)([O-])[O-].[K+].[K+].IC. Product: [CH3:9][S:8][C:4]1[CH:3]=[C:2]([OH:1])[CH:7]=[CH:6][CH:5]=1. The catalyst class is: 95.